From a dataset of Forward reaction prediction with 1.9M reactions from USPTO patents (1976-2016). Predict the product of the given reaction. (1) The product is: [CH2:1]([O:5][CH2:6][CH2:7][O:8][C:9]1[CH:10]=[CH:11][C:12]([C:15]2[CH:16]=[CH:17][C:18]3[N:24]([CH2:25][CH:26]([CH3:27])[CH3:28])[CH2:23][CH2:22][C:21]([C:29]([NH:42][C:43]4[CH:44]=[CH:45][C:46]5[N:50]=[C:49]([S:51][CH2:52][C:53]6[N:57]([CH2:58][CH2:59][CH3:60])[CH:56]=[N:55][CH:54]=6)[N:48]([CH3:61])[C:47]=5[CH:62]=4)=[O:30])=[CH:20][C:19]=3[CH:32]=2)=[CH:13][CH:14]=1)[CH2:2][CH2:3][CH3:4]. Given the reactants [CH2:1]([O:5][CH2:6][CH2:7][O:8][C:9]1[CH:14]=[CH:13][C:12]([C:15]2[CH:16]=[CH:17][C:18]3[N:24]([CH2:25][CH:26]([CH3:28])[CH3:27])[CH2:23][CH2:22][C:21]([C:29](O)=[O:30])=[CH:20][C:19]=3[CH:32]=2)=[CH:11][CH:10]=1)[CH2:2][CH2:3][CH3:4].CN(C=O)C.S(Cl)(Cl)=O.[NH2:42][C:43]1[CH:44]=[CH:45][C:46]2[N:50]=[C:49]([S:51][CH2:52][C:53]3[N:57]([CH2:58][CH2:59][CH3:60])[CH:56]=[N:55][CH:54]=3)[N:48]([CH3:61])[C:47]=2[CH:62]=1, predict the reaction product. (2) Given the reactants FC(F)(F)C(O)=O.[NH:8]([C:15]1[C:20]([Br:21])=[CH:19][N:18]=[C:17]([NH:22][C:23]2[CH:28]=[CH:27][C:26]([C:29]#[C:30][CH2:31][NH:32]C(OC(C)(C)C)=O)=[CH:25][CH:24]=2)[N:16]=1)[C:9]1[CH:14]=[CH:13][CH:12]=[CH:11][CH:10]=1, predict the reaction product. The product is: [NH:8]([C:15]1[C:20]([Br:21])=[CH:19][N:18]=[C:17]([NH:22][C:23]2[CH:24]=[CH:25][C:26]([C:29]#[C:30][CH2:31][NH2:32])=[CH:27][CH:28]=2)[N:16]=1)[C:9]1[CH:14]=[CH:13][CH:12]=[CH:11][CH:10]=1. (3) Given the reactants Cl[C:2]1[C:6]2[CH:7]=[C:8]([CH:20]=[O:21])[C:9]([N:12]3[CH2:17][C@H:16]([CH3:18])[O:15][C@H:14]([CH3:19])[CH2:13]3)=[C:10]([F:11])[C:5]=2[O:4][N:3]=1.[CH3:22][S-:23].[Na+], predict the reaction product. The product is: [CH3:19][C@H:14]1[O:15][C@@H:16]([CH3:18])[CH2:17][N:12]([C:9]2[C:8]([CH:20]=[O:21])=[CH:7][C:6]3[C:2]([S:23][CH3:22])=[N:3][O:4][C:5]=3[C:10]=2[F:11])[CH2:13]1. (4) The product is: [CH3:14][C:11]1[CH:12]=[CH:13][C:8]([OH:7])=[C:9]([C@@H:15]([C:26]2[CH:31]=[CH:30][CH:29]=[CH:28][CH:27]=2)[CH2:16][CH2:17][N:19]([CH:20]([CH3:22])[CH3:21])[CH:23]([CH3:24])[CH3:25])[CH:10]=1. Given the reactants [H-].[Al+3].[Li+].[H-].[H-].[H-].[OH:7][C:8]1[CH:13]=[CH:12][C:11]([CH3:14])=[CH:10][C:9]=1[CH:15]([C:26]1[CH:31]=[CH:30][CH:29]=[CH:28][CH:27]=1)[CH2:16][C:17]([N:19]([CH:23]([CH3:25])[CH3:24])[CH:20]([CH3:22])[CH3:21])=O.O, predict the reaction product. (5) Given the reactants Cl[C:2]1[N:7]=[CH:6][C:5]([S:8]([N:11]([CH2:13][CH3:14])[CH3:12])(=[O:10])=[O:9])=[CH:4][CH:3]=1.[CH3:15][Sn:16](C)([CH3:18])[CH3:17], predict the reaction product. The product is: [CH2:13]([N:11]([CH3:12])[S:8]([C:5]1[CH:6]=[N:7][C:2]([Sn:16]([CH3:18])([CH3:17])[CH3:15])=[CH:3][CH:4]=1)(=[O:10])=[O:9])[CH3:14]. (6) Given the reactants C(Cl)CCl.Cl.[N:6]1[C:11]2[NH:12][CH2:13][CH2:14][O:15][CH2:16][C:10]=2[CH:9]=[C:8]([CH:17]=[CH:18][C:19]([OH:21])=O)[CH:7]=1.C1C=CC2N(O)N=NC=2C=1.[CH3:32][NH:33][CH2:34][C:35]1[N:36]([CH3:44])[C:37]2[C:42]([CH:43]=1)=[CH:41][CH:40]=[CH:39][CH:38]=2.C(N(C(C)C)C(C)C)C, predict the reaction product. The product is: [CH3:32][N:33]([CH2:34][C:35]1[N:36]([CH3:44])[C:37]2[C:42]([CH:43]=1)=[CH:41][CH:40]=[CH:39][CH:38]=2)[C:19](=[O:21])[CH:18]=[CH:17][C:8]1[CH:7]=[N:6][C:11]2[NH:12][CH2:13][CH2:14][O:15][CH2:16][C:10]=2[CH:9]=1. (7) Given the reactants [CH3:1][C:2]1[CH:11]=[C:10]2[C:5]([CH:6]=[CH:7][C:8]([C:12]#[N:13])=[N:9]2)=[CH:4][CH:3]=1.ClC1C=C(C=CC=1)C(OO)=[O:19].[OH-].[Ca+2].[OH-], predict the reaction product. The product is: [CH3:1][C:2]1[CH:3]=[CH:4][C:5]2[C:10]([CH:11]=1)=[N+:9]([O-:19])[C:8]([C:12]#[N:13])=[CH:7][CH:6]=2.